Task: Predict the reaction yield, written as a fraction of the theoretical maximum amount of product (1.0 means a 100% yield; for example, 0.34 means a 34% yield).. Dataset: Reaction yield outcomes from USPTO patents with 853,638 reactions (1) The reactants are CC(C)[C@H](N1CC2C(=CC(C3C=CC(NS(C4C=CC=CC=4)(=O)=O)=CC=3)=CC=2)C1=O)C(O)=O.[C:34]([C:36]1[CH:41]=[CH:40][C:39]([S:42]([NH:45][C:46]2[CH:51]=[CH:50][C:49]([C:52]3[CH:60]=[C:59]4[C:55]([CH2:56][N:57]([C@@H:62]([CH:67]([CH3:69])[CH3:68])[C:63]([O:65]C)=[O:64])[C:58]4=[O:61])=[CH:54][CH:53]=3)=[CH:48][CH:47]=2)(=[O:44])=[O:43])=[CH:38][CH:37]=1)#[N:35]. No catalyst specified. The yield is 0.930. The product is [C:34]([C:36]1[CH:41]=[CH:40][C:39]([S:42]([NH:45][C:46]2[CH:47]=[CH:48][C:49]([C:52]3[CH:60]=[C:59]4[C:55]([CH2:56][N:57]([C@@H:62]([CH:67]([CH3:69])[CH3:68])[C:63]([OH:65])=[O:64])[C:58]4=[O:61])=[CH:54][CH:53]=3)=[CH:50][CH:51]=2)(=[O:44])=[O:43])=[CH:38][CH:37]=1)#[N:35]. (2) The catalyst is CO.O. The reactants are [BH4-].[Na+].[O:3]=[C:4]([CH2:16][CH2:17][CH2:18][CH2:19][CH2:20][C:21]([CH3:26])([CH3:25])[C:22]([OH:24])=[O:23])[CH2:5][CH2:6][CH2:7][CH2:8][CH2:9][C:10]([CH3:15])([CH3:14])[C:11]([OH:13])=[O:12].C(OCC)(=O)C.Cl. The yield is 0.600. The product is [OH:3][CH:4]([CH2:16][CH2:17][CH2:18][CH2:19][CH2:20][C:21]([CH3:26])([CH3:25])[C:22]([OH:24])=[O:23])[CH2:5][CH2:6][CH2:7][CH2:8][CH2:9][C:10]([CH3:15])([CH3:14])[C:11]([OH:13])=[O:12]. (3) The reactants are [CH3:1][C:2]([S:5]([NH2:7])=[O:6])([CH3:4])[CH3:3].[Br:8][C:9]1[CH:10]=[C:11]2[C:21](=[CH:22][CH:23]=1)[O:20][C:14]1([CH2:19][CH2:18][CH2:17][CH2:16][CH2:15]1)[CH2:13][C:12]2=O. The catalyst is C1COCC1.C(O[Ti](OC(C)C)(OC(C)C)OC(C)C)(C)C. The product is [Br:8][C:9]1[CH:10]=[C:11]2[C:21](=[CH:22][CH:23]=1)[O:20][C:14]1([CH2:15][CH2:16][CH2:17][CH2:18][CH2:19]1)[CH2:13]/[C:12]/2=[N:7]\[S:5]([C:2]([CH3:4])([CH3:3])[CH3:1])=[O:6]. The yield is 0.400. (4) The reactants are CO.[F:3][C:4]1[CH:9]=[CH:8][C:7]([F:10])=[CH:6][C:5]=1[C@H:11]1[CH2:15][CH2:14][CH2:13][N:12]1[C:16]1[CH:21]=[CH:20][N:19]2[N:22]=[CH:23][C:24]([NH:25][C:26]([N:28]3[CH2:31][C:30]([OH:33])([CH3:32])[CH2:29]3)=[O:27])=[C:18]2[N:17]=1.[ClH:34]. The catalyst is O1CCOCC1. The product is [ClH:34].[F:3][C:4]1[CH:9]=[CH:8][C:7]([F:10])=[CH:6][C:5]=1[C@H:11]1[CH2:15][CH2:14][CH2:13][N:12]1[C:16]1[CH:21]=[CH:20][N:19]2[N:22]=[CH:23][C:24]([NH:25][C:26]([N:28]3[CH2:31][C:30]([OH:33])([CH3:32])[CH2:29]3)=[O:27])=[C:18]2[N:17]=1. The yield is 0.750. (5) The reactants are C([O:5][C:6](=[O:20])[CH2:7][C:8]1([OH:19])[CH2:11][N:10]([C:12]([O:14][C:15]([CH3:18])([CH3:17])[CH3:16])=[O:13])[CH2:9]1)(C)(C)C.Cl.[OH-].[Na+].O(C(OC(C)(C)C)=O)C(OC(C)(C)C)=O. The catalyst is O1CCOCC1. The product is [C:12]([N:10]1[CH2:9][C:8]([CH2:7][C:6]([OH:20])=[O:5])([OH:19])[CH2:11]1)([O:14][C:15]([CH3:18])([CH3:17])[CH3:16])=[O:13]. The yield is 0.940. (6) The reactants are [Si]([O:8][C:9]1[CH:10]=[CH:11][CH:12]=[C:13]2[C:18]=1[N:17]=[C:16]([C:19]1[N:23]3[CH:24]=[CH:25][C:26]([CH3:28])=[CH:27][C:22]3=[N:21][N:20]=1)[CH:15]=[CH:14]2)(C(C)(C)C)(C)C.[F-].C([N+](CCCC)(CCCC)CCCC)CCC. The catalyst is O1CCCC1.[Cl-].[NH4+]. The product is [CH3:28][C:26]1[CH:25]=[CH:24][N:23]2[C:19]([C:16]3[CH:15]=[CH:14][C:13]4[C:18](=[C:9]([OH:8])[CH:10]=[CH:11][CH:12]=4)[N:17]=3)=[N:20][N:21]=[C:22]2[CH:27]=1. The yield is 0.990. (7) The reactants are [CH:1]([C:3]1[CH:11]=[CH:10][C:6]([C:7]([OH:9])=[O:8])=[CH:5][CH:4]=1)=O.[F:12][C:13]1[CH:19]=[CH:18][CH:17]=[CH:16][C:14]=1[NH2:15].[B][B][B][B][B][B][B][B][B][B]. The catalyst is CO. The product is [F:12][C:13]1[CH:19]=[CH:18][CH:17]=[CH:16][C:14]=1[NH:15][CH2:1][C:3]1[CH:11]=[CH:10][C:6]([C:7]([OH:9])=[O:8])=[CH:5][CH:4]=1. The yield is 0.990.